Dataset: NCI-60 drug combinations with 297,098 pairs across 59 cell lines. Task: Regression. Given two drug SMILES strings and cell line genomic features, predict the synergy score measuring deviation from expected non-interaction effect. Drug 2: C1=NC2=C(N1)C(=S)N=C(N2)N. Synergy scores: CSS=34.0, Synergy_ZIP=-6.53, Synergy_Bliss=-2.96, Synergy_Loewe=-5.51, Synergy_HSA=0.0896. Cell line: SK-MEL-5. Drug 1: C1=C(C(=O)NC(=O)N1)N(CCCl)CCCl.